This data is from Reaction yield outcomes from USPTO patents with 853,638 reactions. The task is: Predict the reaction yield, written as a fraction of the theoretical maximum amount of product (1.0 means a 100% yield; for example, 0.34 means a 34% yield). (1) The reactants are [N+:1]([C:4]1[CH:5]=[C:6]2[C:11](=[CH:12][CH:13]=1)[N:10]([CH2:14][CH2:15][CH2:16][N:17]1[CH2:22][CH2:21][O:20][CH2:19][CH2:18]1)[CH2:9][CH2:8][CH2:7]2)([O-])=O. The catalyst is C(O)C.O1CCCC1.[Pd]. The product is [O:20]1[CH2:21][CH2:22][N:17]([CH2:16][CH2:15][CH2:14][N:10]2[C:11]3[C:6](=[CH:5][C:4]([NH2:1])=[CH:13][CH:12]=3)[CH2:7][CH2:8][CH2:9]2)[CH2:18][CH2:19]1. The yield is 0.840. (2) The reactants are Cl.N1C=CC=CC=1.[CH2:8]([N:12]1[CH:17]=[CH:16][CH:15]=[C:14]([O:18]C)[C:13]1=[S:20])[CH2:9][CH2:10][CH3:11].O. The catalyst is C(OCC)(=O)C. The product is [CH2:8]([N:12]1[CH:17]=[CH:16][CH:15]=[C:14]([OH:18])[C:13]1=[S:20])[CH2:9][CH2:10][CH3:11]. The yield is 0.780. (3) The reactants are [CH2:1]([O:3][C:4](=[O:13])[C:5]1[CH:10]=[CH:9][C:8]([F:11])=[CH:7][C:6]=1[OH:12])[CH3:2].[C:14](=O)([O-])[O-].[Cs+].[Cs+].CI. The catalyst is C(#N)C. The product is [CH2:1]([O:3][C:4](=[O:13])[C:5]1[CH:10]=[CH:9][C:8]([F:11])=[CH:7][C:6]=1[O:12][CH3:14])[CH3:2]. The yield is 0.930.